Dataset: Reaction yield outcomes from USPTO patents with 853,638 reactions. Task: Predict the reaction yield, written as a fraction of the theoretical maximum amount of product (1.0 means a 100% yield; for example, 0.34 means a 34% yield). The reactants are S(Cl)(Cl)=O.[C:5]([O:9][C:10](=[O:43])[NH:11][CH2:12][C@H:13]1[CH2:18][CH2:17][C@H:16]([CH2:19][C:20](=O)[NH:21][NH:22][C:23]2[N:24]=[C:25]3[CH:31]=[CH:30][N:29](S(C4C=CC(C)=CC=4)(=O)=O)[C:26]3=[N:27][CH:28]=2)[CH2:15][CH2:14]1)([CH3:8])([CH3:7])[CH3:6].C([O-])([O-])=O.[Na+].[Na+].[OH-].[Na+]. The catalyst is O.O1CCOCC1. The product is [C:5]([O:9][C:10](=[O:43])[NH:11][CH2:12][C@H:13]1[CH2:18][CH2:17][C@H:16]([CH2:19][C:20]2[N:24]3[C:25]4[CH:31]=[CH:30][NH:29][C:26]=4[N:27]=[CH:28][C:23]3=[N:22][N:21]=2)[CH2:15][CH2:14]1)([CH3:8])([CH3:7])[CH3:6]. The yield is 0.630.